This data is from Full USPTO retrosynthesis dataset with 1.9M reactions from patents (1976-2016). The task is: Predict the reactants needed to synthesize the given product. (1) Given the product [F:7][C@@H:6]1[CH2:5][N:4]([C:8]2[N:16]=[C:15]3[C:11]([N:12]=[CH:13][N:14]3[CH:17]([CH3:19])[CH3:18])=[C:10]([NH:20][C:21]3[CH:22]=[N:23][N:24]([CH3:26])[CH:25]=3)[N:9]=2)[CH2:3][C@H:2]1[NH:1][C:32](=[O:35])[CH:33]=[CH2:34], predict the reactants needed to synthesize it. The reactants are: [NH2:1][C@H:2]1[C@H:6]([F:7])[CH2:5][N:4]([C:8]2[N:16]=[C:15]3[C:11]([N:12]=[CH:13][N:14]3[CH:17]([CH3:19])[CH3:18])=[C:10]([NH:20][C:21]3[CH:22]=[N:23][N:24]([CH3:26])[CH:25]=3)[N:9]=2)[CH2:3]1.C([O-])(O)=O.[Na+].[C:32](Cl)(=[O:35])[CH:33]=[CH2:34]. (2) Given the product [O:37]1[CH2:7][CH2:1][O:38][CH:36]1[C:18]1[CH:17]=[CH:14][C:13]([N:8]2[CH:12]=[CH:11][N:10]=[CH:9]2)=[C:20]([O:21][CH3:22])[CH:19]=1, predict the reactants needed to synthesize it. The reactants are: [C:1]1([CH3:7])C=CC=CC=1.[N:8]1([C:13]2[C:20]([O:21][CH3:22])=[CH:19][CH:18]=[CH:17][C:14]=2C=O)[CH:12]=[CH:11][N:10]=[CH:9]1.O.C1(C)C=CC(S(O)(=O)=O)=CC=1.O.[C:36](=O)([OH:38])[O-:37].[Na+]. (3) Given the product [Cl:27][C:7]1[N:6]([CH3:14])[C:5](=[O:15])[C:4]2[C:9](=[CH:10][CH:11]=[CH:12][C:3]=2[O:2][CH3:1])[N:8]=1, predict the reactants needed to synthesize it. The reactants are: [CH3:1][O:2][C:3]1[CH:12]=[CH:11][CH:10]=[C:9]2[C:4]=1[C:5](=[O:15])[N:6]([CH3:14])[C:7](=O)[NH:8]2.C(N(CC)C(C)C)(C)C.P(Cl)(Cl)([Cl:27])=O. (4) Given the product [C:15]([C:5]1[C:6]([NH:8][CH2:9][C:10]2[O:11][CH:12]=[CH:13][CH:14]=2)=[CH:7][C:2]([Cl:1])=[C:3]([S:23]([NH:26][CH2:27][O:28][C:29](=[O:54])[CH2:30][CH2:31][CH2:32][CH2:33][C:34]([O:36][CH2:37][N:38]([C:50]([CH3:51])([CH3:53])[CH3:52])[CH:39]([CH3:49])[C:40]([C:42]2[CH:47]=[CH:46][CH:45]=[C:44]([Cl:48])[CH:43]=2)=[O:41])=[O:35])(=[O:24])=[O:25])[CH:4]=1)([OH:17])=[O:16], predict the reactants needed to synthesize it. The reactants are: [Cl:1][C:2]1[CH:7]=[C:6]([NH:8][CH2:9][C:10]2[O:11][CH:12]=[CH:13][CH:14]=2)[C:5]([C:15]([O:17]CC(Cl)(Cl)Cl)=[O:16])=[CH:4][C:3]=1[S:23]([NH:26][CH2:27][O:28][C:29](=[O:54])[CH2:30][CH2:31][CH2:32][CH2:33][C:34]([O:36][CH2:37][N:38]([C:50]([CH3:53])([CH3:52])[CH3:51])[CH:39]([CH3:49])[C:40]([C:42]1[CH:47]=[CH:46][CH:45]=[C:44]([Cl:48])[CH:43]=1)=[O:41])=[O:35])(=[O:25])=[O:24]. (5) Given the product [NH:35]1[C:39]2[CH:40]=[CH:41][C:42]([CH2:44][NH:34][C@@H:10]3[CH2:9][NH:8][CH2:12][C@H:11]3[CH2:13][N:14]([CH:31]([CH3:33])[CH3:32])[C:15](=[O:30])[C:16]3[CH:21]=[CH:20][C:19]([O:22][CH3:23])=[C:18]([O:24][CH2:25][CH2:26][CH2:27][O:28][CH3:29])[CH:17]=3)=[CH:43][C:38]=2[N:37]=[CH:36]1, predict the reactants needed to synthesize it. The reactants are: C(OC([N:8]1[CH2:12][C@@H:11]([CH2:13][N:14]([CH:31]([CH3:33])[CH3:32])[C:15](=[O:30])[C:16]2[CH:21]=[CH:20][C:19]([O:22][CH3:23])=[C:18]([O:24][CH2:25][CH2:26][CH2:27][O:28][CH3:29])[CH:17]=2)[C@H:10]([NH2:34])[CH2:9]1)=O)(C)(C)C.[NH:35]1[C:39]2[CH:40]=[CH:41][C:42]([CH:44]=O)=[CH:43][C:38]=2[N:37]=[CH:36]1.CC#N.O.CC#N. (6) Given the product [F:21][C:18]1[CH:17]=[CH:16][C:15]([C:12]2[N:11]=[C:10]([C:6]3[CH:5]=[C:4]([CH:9]=[CH:8][CH:7]=3)[C:3]([OH:22])=[O:2])[O:14][N:13]=2)=[CH:20][CH:19]=1, predict the reactants needed to synthesize it. The reactants are: C[O:2][C:3](=[O:22])[C:4]1[CH:9]=[CH:8][CH:7]=[C:6]([C:10]2[O:14][N:13]=[C:12]([C:15]3[CH:20]=[CH:19][C:18]([F:21])=[CH:17][CH:16]=3)[N:11]=2)[CH:5]=1.[OH-].[Li+]. (7) Given the product [CH3:30][O:29][C:26]1[CH:27]=[C:28]2[C:23](=[CH:24][C:25]=1[O:31][CH3:32])[N:22]=[CH:21][N:20]=[C:19]2[O:14][C:11]1[CH:12]=[CH:13][C:8]([NH2:7])=[C:9]([N+:15]([O-:17])=[O:16])[CH:10]=1, predict the reactants needed to synthesize it. The reactants are: [H-].[Na+].CS(C)=O.[NH2:7][C:8]1[CH:13]=[CH:12][C:11]([OH:14])=[CH:10][C:9]=1[N+:15]([O-:17])=[O:16].Cl[C:19]1[C:28]2[C:23](=[CH:24][C:25]([O:31][CH3:32])=[C:26]([O:29][CH3:30])[CH:27]=2)[N:22]=[CH:21][N:20]=1. (8) The reactants are: [N:1]1[C:10]2[C:5](=[CH:6][CH:7]=[C:8]([O:11][C:12]3[N:17]=[CH:16][N:15]=[C:14]([C:18]4[CH:23]=[CH:22][C:21]([C:24]([F:27])([F:26])[F:25])=[CH:20][C:19]=4[NH2:28])[CH:13]=3)[CH:9]=2)[CH:4]=[CH:3][CH:2]=1.[C:29]1([S:35](Cl)(=[O:37])=[O:36])[CH:34]=[CH:33][CH:32]=[CH:31][CH:30]=1. Given the product [N:1]1[C:10]2[C:5](=[CH:6][CH:7]=[C:8]([O:11][C:12]3[N:17]=[CH:16][N:15]=[C:14]([C:18]4[CH:23]=[CH:22][C:21]([C:24]([F:25])([F:27])[F:26])=[CH:20][C:19]=4[NH:28][S:35]([C:29]4[CH:34]=[CH:33][CH:32]=[CH:31][CH:30]=4)(=[O:37])=[O:36])[CH:13]=3)[CH:9]=2)[CH:4]=[CH:3][CH:2]=1, predict the reactants needed to synthesize it.